Dataset: Catalyst prediction with 721,799 reactions and 888 catalyst types from USPTO. Task: Predict which catalyst facilitates the given reaction. (1) Reactant: [N:1]1[C:10]2[C:5](=[CH:6][CH:7]=[CH:8][C:9]=2[O:11][C@H:12]([CH3:17])[C:13]([O:15]C)=O)[CH:4]=[CH:3][CH:2]=1.[NH2:18][CH2:19][C@@H:20]([OH:32])[CH2:21][N:22]1[CH2:31][CH2:30][C:29]2[C:24](=[CH:25][CH:26]=[CH:27][CH:28]=2)[CH2:23]1. Product: [CH2:23]1[C:24]2[C:29](=[CH:28][CH:27]=[CH:26][CH:25]=2)[CH2:30][CH2:31][N:22]1[CH2:21][C@@H:20]([OH:32])[CH2:19][NH:18][C:13](=[O:15])[C@H:12]([O:11][C:9]1[CH:8]=[CH:7][CH:6]=[C:5]2[C:10]=1[N:1]=[CH:2][CH:3]=[CH:4]2)[CH3:17]. The catalyst class is: 14. (2) Reactant: [CH3:1][C:2]1([CH3:11])[CH:4]2[CH:5]3[O:7][C:6]3([CH3:10])[CH2:8][CH2:9][CH:3]12.O.C(O)(=[O:15])C. Product: [C:6]1([OH:7])([CH3:10])[CH2:8][CH2:9][CH:3]([C:2]([OH:15])([CH3:11])[CH3:1])[CH:4]=[CH:5]1. The catalyst class is: 194. (3) The catalyst class is: 8. Product: [OH:23][C:19]1[C:20]([CH3:22])=[CH:21][C:16]([CH:7]2[N:6]=[CH:5][C:4]3[C:9](=[CH:10][C:11]([O:13][CH3:14])=[CH:12][C:3]=3[O:2][CH3:1])[N:8]2[CH3:15])=[CH:17][C:18]=1[CH3:27]. Reactant: [CH3:1][O:2][C:3]1[CH:12]=[C:11]([O:13][CH3:14])[CH:10]=[C:9]2[C:4]=1[C:5](=O)[N:6]=[C:7]([C:16]1[CH:21]=[C:20]([CH3:22])[C:19]([O:23]C(=O)C)=[C:18]([CH3:27])[CH:17]=1)[N:8]2[CH3:15].[OH-].[Na+].